From a dataset of Catalyst prediction with 721,799 reactions and 888 catalyst types from USPTO. Predict which catalyst facilitates the given reaction. (1) Reactant: [CH:1]1([CH2:4][O:5][C:6]2[CH:7]=[CH:8][C:9]3[C:13]([CH:14]=2)=[N:12][N:11]([C@H:15]2[CH2:20][CH2:19][C@H:18]([CH2:21][CH2:22][CH:23]([OH:25])[CH3:24])[CH2:17][CH2:16]2)[CH:10]=3)[CH2:3][CH2:2]1.[CH2:26](N(CC)CC)C.[S:33](Cl)(Cl)(=[O:35])=[O:34].Cl. Product: [CH3:26][S:33]([O:25][CH:23]([CH3:24])[CH2:22][CH2:21][C@H:18]1[CH2:19][CH2:20][C@H:15]([N:11]2[CH:10]=[C:9]3[C:13]([CH:14]=[C:6]([O:5][CH2:4][CH:1]4[CH2:3][CH2:2]4)[CH:7]=[CH:8]3)=[N:12]2)[CH2:16][CH2:17]1)(=[O:35])=[O:34]. The catalyst class is: 1. (2) Reactant: [CH2:1]([C:3]1[C:7]([C:8]2[CH:13]=[CH:12][C:11]([CH3:14])=[CH:10][CH:9]=2)=[C:6]([NH2:15])[NH:5][N:4]=1)[CH3:2].[F:16][C:17]1[CH:22]=[CH:21][C:20]([C:23](=O)[CH2:24][C:25](OCC)=[O:26])=[CH:19][CH:18]=1. Product: [CH2:1]([C:3]1[C:7]([C:8]2[CH:13]=[CH:12][C:11]([CH3:14])=[CH:10][CH:9]=2)=[C:6]2[NH:15][C:25](=[O:26])[CH:24]=[C:23]([C:20]3[CH:21]=[CH:22][C:17]([F:16])=[CH:18][CH:19]=3)[N:5]2[N:4]=1)[CH3:2]. The catalyst class is: 17.